This data is from Catalyst prediction with 721,799 reactions and 888 catalyst types from USPTO. The task is: Predict which catalyst facilitates the given reaction. (1) Reactant: [C:1]([C:5]1[CH:6]=[C:7]([OH:18])[CH:8]=[CH:9][C:10]=1[O:11][C:12](=[O:17])[C:13]([CH3:16])([CH3:15])[CH3:14])([CH3:4])([CH3:3])[CH3:2].[H-].[Na+].[CH2:21](Br)[CH:22]=[CH2:23]. Product: [C:1]([C:5]1[CH:6]=[C:7]([O:18][CH2:23][CH:22]=[CH2:21])[CH:8]=[CH:9][C:10]=1[O:11][C:12](=[O:17])[C:13]([CH3:16])([CH3:15])[CH3:14])([CH3:4])([CH3:2])[CH3:3]. The catalyst class is: 9. (2) Reactant: [CH3:1][C:2]1([CH3:20])[CH2:7][CH2:6][CH:5]([C:8]2[S:9][C:10]3[N:11]=[C:12]([CH3:19])[N:13]=[C:14]([CH2:17][OH:18])[C:15]=3[N:16]=2)[CH2:4][CH2:3]1.[CH3:21][S:22](Cl)(=[O:24])=[O:23]. Product: [CH3:21][S:22]([O:18][CH2:17][C:14]1[C:15]2[N:16]=[C:8]([CH:5]3[CH2:4][CH2:3][C:2]([CH3:20])([CH3:1])[CH2:7][CH2:6]3)[S:9][C:10]=2[N:11]=[C:12]([CH3:19])[N:13]=1)(=[O:24])=[O:23]. The catalyst class is: 25. (3) Product: [Br:3][C:4]1[CH:9]=[CH:8][N:7]=[C:6]2[N:10]([CH3:14])[C:11]([CH3:13])=[CH:12][C:5]=12. Reactant: [H-].[Na+].[Br:3][C:4]1[CH:9]=[CH:8][N:7]=[C:6]2[NH:10][C:11]([CH3:13])=[CH:12][C:5]=12.[CH3:14]I. The catalyst class is: 1. (4) Reactant: [Si]([O:8][CH2:9][C:10]1([CH3:39])[S:16][CH2:15][CH2:14][N:13]2[C:17]([C:20]3([C:23]4[CH:28]=[CH:27][C:26]([C:29]5[C:34]([C:35]([F:38])([F:37])[F:36])=[CH:33][CH:32]=[CH:31][N:30]=5)=[CH:25][CH:24]=4)[CH2:22][CH2:21]3)=[N:18][N:19]=[C:12]2[CH2:11]1)(C(C)(C)C)(C)C.Cl. Product: [CH3:39][C:10]1([CH2:9][OH:8])[S:16][CH2:15][CH2:14][N:13]2[C:17]([C:20]3([C:23]4[CH:28]=[CH:27][C:26]([C:29]5[C:34]([C:35]([F:38])([F:37])[F:36])=[CH:33][CH:32]=[CH:31][N:30]=5)=[CH:25][CH:24]=4)[CH2:21][CH2:22]3)=[N:18][N:19]=[C:12]2[CH2:11]1. The catalyst class is: 5. (5) Reactant: [NH:1]1[CH2:6][CH2:5][CH2:4][CH2:3][C:2]1=O.C(=O)([O-])[O-:9].[K+].[K+].Br[CH2:15][C:16]([NH:18][C:19]1[CH:24]=[CH:23][C:22]([O:25][C:26]2[CH:31]=[CH:30][CH:29]=[CH:28][CH:27]=2)=[CH:21][CH:20]=1)=[O:17]. Product: [O:9]=[C:4]1[CH2:5][CH2:6][N:1]([CH2:15][C:16]([NH:18][C:19]2[CH:24]=[CH:23][C:22]([O:25][C:26]3[CH:31]=[CH:30][CH:29]=[CH:28][CH:27]=3)=[CH:21][CH:20]=2)=[O:17])[CH2:2][CH2:3]1. The catalyst class is: 384. (6) Reactant: [C:1]([NH:4][CH:5]([CH2:9][C:10]1[CH:15]=[CH:14][C:13]([OH:16])=[CH:12][CH:11]=1)[C:6](O)=[O:7])(=[O:3])[CH3:2].[CH3:17][O:18][C:19](=[O:30])[CH:20]([NH2:29])[CH2:21][C:22]1[CH:27]=[CH:26][C:25]([OH:28])=[CH:24][CH:23]=1.C1(N=C=NC2CCCCC2)CCCCC1. Product: [CH3:17][O:18][C:19](=[O:30])[CH:20]([NH:29][C:6](=[O:7])[CH:5]([NH:4][C:1](=[O:3])[CH3:2])[CH2:9][C:10]1[CH:15]=[CH:14][C:13]([OH:16])=[CH:12][CH:11]=1)[CH2:21][C:22]1[CH:27]=[CH:26][C:25]([OH:28])=[CH:24][CH:23]=1. The catalyst class is: 4. (7) Reactant: [C:1]([NH:4][CH2:5][C@H:6]1[C@H:12]([C:13]2[CH:18]=[CH:17][C:16]([Cl:19])=[C:15]([Cl:20])[CH:14]=2)[O:11][CH2:10][CH2:9][N:8](C(OC(C)(C)C)=O)[CH2:7]1)(=[O:3])[CH3:2].C(OCC)(=O)C.Cl. Product: [Cl:20][C:15]1[CH:14]=[C:13]([C@@H:12]2[O:11][CH2:10][CH2:9][NH:8][CH2:7][C@H:6]2[CH2:5][NH:4][C:1](=[O:3])[CH3:2])[CH:18]=[CH:17][C:16]=1[Cl:19]. The catalyst class is: 8. (8) Reactant: [O:1]1[CH2:5][C@H:4]([OH:6])[CH:3]2[O:7][CH2:8][C@H:9]([OH:10])[CH:2]12.C1CCN2C(=NCCC2)CC1.C([N:25]1[C:29]2[CH:30]=[C:31]([F:51])[C:32]([C:35]3[CH:40]=[CH:39][C:38]([C:41]4[CH:46]=[CH:45][C:44]([C:47]([O:49][CH3:50])=[O:48])=[CH:43][CH:42]=4)=[CH:37][CH:36]=3)=[C:33]([F:34])[C:28]=2[N:27]=[C:26]1S(C)(=O)=O)C=C. Product: [F:34][C:33]1[C:28]2[N:27]=[C:26]([O:6][C@H:4]3[CH2:5][O:1][CH:2]4[C@@H:9]([OH:10])[CH2:8][O:7][CH:3]34)[NH:25][C:29]=2[CH:30]=[C:31]([F:51])[C:32]=1[C:35]1[CH:36]=[CH:37][C:38]([C:41]2[CH:46]=[CH:45][C:44]([C:47]([O:49][CH3:50])=[O:48])=[CH:43][CH:42]=2)=[CH:39][CH:40]=1. The catalyst class is: 3. (9) Reactant: [Br:1][C:2]1[CH:3]=[C:4]2[C:8](=[CH:9][C:10]=1[N+:11]([O-])=O)[N:7]([C:14]([O:16][C:17]([CH3:20])([CH3:19])[CH3:18])=[O:15])[CH2:6][CH2:5]2.[CH:21]([Mg]Br)=[CH2:22].[NH4+].[Cl-]. Product: [Br:1][C:2]1[CH:3]=[C:4]2[CH2:5][CH2:6][N:7]([C:14]([O:16][C:17]([CH3:20])([CH3:19])[CH3:18])=[O:15])[C:8]2=[C:9]2[C:10]=1[NH:11][CH:22]=[CH:21]2. The catalyst class is: 1. (10) Reactant: [NH2:1][CH2:2][C:3]([NH:5][C:6]1[CH:7]=[N:8][N:9]2[CH2:14][CH2:13][CH2:12][NH:11][C:10]=12)=O.[H-].[CH2:21]([Al+][CH2:21][CH:22]([CH3:24])[CH3:23])[CH:22]([CH3:24])[CH3:23].[F-].[Na+].FC(F)(F)S(N=[C:33]([NH:42][C:43](=[O:49])[O:44][C:45]([CH3:48])([CH3:47])[CH3:46])[NH:34][C:35](=[O:41])[O:36][C:37]([CH3:40])([CH3:39])[CH3:38])(=O)=O. Product: [C:45]([O:44][C:43]([NH:42]/[C:33](=[N:34]\[C:35](=[O:36])[O:41][C:22]([CH3:21])([CH3:23])[CH3:24])/[NH:1][CH2:2][CH2:3][N:5]([C:6]1[CH:7]=[N:8][N:9]2[CH2:14][CH2:13][CH2:12][NH:11][C:10]=12)/[C:33](/[NH:34][C:35](=[O:41])[O:36][C:37]([CH3:38])([CH3:39])[CH3:40])=[N:42]/[C:43](=[O:49])[O:44][C:45]([CH3:46])([CH3:47])[CH3:48])=[O:49])([CH3:48])([CH3:46])[CH3:47]. The catalyst class is: 34.